From a dataset of Forward reaction prediction with 1.9M reactions from USPTO patents (1976-2016). Predict the product of the given reaction. (1) Given the reactants C([O-])([O-])=O.[Na+].[Na+].[OH:7][C:8]([CH3:41])([CH3:40])[CH2:9][C@@:10]1([C:34]2[CH:39]=[CH:38][CH:37]=[CH:36][CH:35]=2)[O:15][C:14](=[O:16])[N:13]([C@H:17]([C:19]2[CH:24]=[CH:23][C:22](B3OC(C)(C)C(C)(C)O3)=[CH:21][CH:20]=2)[CH3:18])[CH2:12][CH2:11]1.Br[C:43]1[CH:44]=[CH:45][C:46](=[O:53])[N:47]([CH2:49][CH:50]2[CH2:52][CH2:51]2)[CH:48]=1, predict the reaction product. The product is: [CH:50]1([CH2:49][N:47]2[C:46](=[O:53])[CH:45]=[CH:44][C:43]([C:22]3[CH:21]=[CH:20][C:19]([C@@H:17]([N:13]4[CH2:12][CH2:11][C@:10]([CH2:9][C:8]([OH:7])([CH3:40])[CH3:41])([C:34]5[CH:39]=[CH:38][CH:37]=[CH:36][CH:35]=5)[O:15][C:14]4=[O:16])[CH3:18])=[CH:24][CH:23]=3)=[CH:48]2)[CH2:52][CH2:51]1. (2) Given the reactants O[C:2]1([C:18]2[C:22]([CH3:23])=[C:21]([Br:24])[S:20][C:19]=2[F:25])[CH2:7][CH2:6][N:5]([C:8]([O:10][CH2:11][C:12]2[CH:17]=[CH:16][CH:15]=[CH:14][CH:13]=2)=[O:9])[CH2:4][CH2:3]1.FC(F)(F)C(O)=O.C([O-])(O)=O.[Na+], predict the reaction product. The product is: [Br:24][C:21]1[S:20][C:19]([F:25])=[C:18]([CH:2]2[CH2:7][CH2:6][N:5]([C:8]([O:10][CH2:11][C:12]3[CH:17]=[CH:16][CH:15]=[CH:14][CH:13]=3)=[O:9])[CH2:4][CH2:3]2)[C:22]=1[CH3:23]. (3) Given the reactants Cl[C:2]1[N:10]=[C:9]2[C:5]([N:6]=[CH:7][N:8]2[CH:11]2[CH2:16][CH2:15][CH2:14][CH2:13][O:12]2)=[C:4]([NH2:17])[N:3]=1.[CH3:18][C:19]([CH3:25])([CH2:22][CH2:23][CH3:24])[CH2:20][OH:21].[H-].[Na+], predict the reaction product. The product is: [CH3:18][C:19]([CH3:25])([CH2:22][CH2:23][CH3:24])[CH2:20][O:21][C:2]1[N:10]=[C:9]2[C:5]([N:6]=[CH:7][N:8]2[CH:11]2[CH2:16][CH2:15][CH2:14][CH2:13][O:12]2)=[C:4]([NH2:17])[N:3]=1. (4) The product is: [CH3:1][O:2][C:3]1[C:4]([O:22][C:23]2[CH:27]=[C:26]([C:28]([F:31])([F:30])[F:29])[S:25][CH:24]=2)=[N:5][C:6]([N:9]2[CH:13]=[C:12]([C:14]([F:15])([F:16])[F:17])[CH:11]=[N:10]2)=[N:7][CH:8]=1. Given the reactants [CH3:1][O:2][C:3]1[C:4](S(C)(=O)=O)=[N:5][C:6]([N:9]2[CH:13]=[C:12]([C:14]([F:17])([F:16])[F:15])[CH:11]=[N:10]2)=[N:7][CH:8]=1.[OH:22][C:23]1[CH:27]=[C:26]([C:28]([F:31])([F:30])[F:29])[S:25][CH:24]=1.C([O-])([O-])=O.[K+].[K+].O, predict the reaction product. (5) Given the reactants [CH3:1][C:2]1[CH:6]=[C:5]([C:7]([OH:9])=O)[N:4]([C:10]2[CH:15]=[CH:14][CH:13]=[CH:12][CH:11]=2)[N:3]=1.CN(C)C=O.C(Cl)(=O)C(Cl)=O.[NH2:27][C:28]1[CH:49]=[CH:48][C:31]([O:32][C:33]2[CH:34]=[CH:35][C:36]3[N:37]([CH:39]=[C:40]([NH:42][C:43]([CH:45]4[CH2:47][CH2:46]4)=[O:44])[N:41]=3)[N:38]=2)=[CH:30][CH:29]=1, predict the reaction product. The product is: [CH:45]1([C:43]([NH:42][C:40]2[N:41]=[C:36]3[CH:35]=[CH:34][C:33]([O:32][C:31]4[CH:30]=[CH:29][C:28]([NH:27][C:7]([C:5]5[N:4]([C:10]6[CH:15]=[CH:14][CH:13]=[CH:12][CH:11]=6)[N:3]=[C:2]([CH3:1])[CH:6]=5)=[O:9])=[CH:49][CH:48]=4)=[N:38][N:37]3[CH:39]=2)=[O:44])[CH2:46][CH2:47]1. (6) Given the reactants [CH3:1][NH:2][O:3][CH3:4].CN1CCOCC1.Cl.C(N=C=NCCCN(C)C)C.[F:24][C:25]1[CH:42]=[CH:41][C:28]([C:29]([N:31]2[CH2:36][CH2:35][CH2:34][CH:33]([C:37]([OH:39])=O)[CH:32]2[CH3:40])=[O:30])=[CH:27][CH:26]=1, predict the reaction product. The product is: [F:24][C:25]1[CH:26]=[CH:27][C:28]([C:29]([N:31]2[CH2:36][CH2:35][CH2:34][C@H:33]([C:37]([N:2]([O:3][CH3:4])[CH3:1])=[O:39])[C@@H:32]2[CH3:40])=[O:30])=[CH:41][CH:42]=1. (7) The product is: [S:8]1[C:12]2[CH:13]=[CH:14][CH:15]=[CH:16][C:11]=2[N:10]=[C:9]1[S:17]([N:20]1[CH2:25][CH2:24][N:23]([C:48](=[O:49])[CH2:47][N:44]2[CH:43]=[N:42][C:41]3[C:40](=[O:51])[NH:39][C:38]([NH:37][C:35]([O:34][CH2:33][C:32]4[CH:52]=[CH:53][C:29]([O:28][CH3:27])=[CH:30][CH:31]=4)=[O:36])=[N:46][C:45]2=3)[CH2:22][C:21]1=[O:26])(=[O:19])=[O:18]. Given the reactants FC(F)(F)C(O)=O.[S:8]1[C:12]2[CH:13]=[CH:14][CH:15]=[CH:16][C:11]=2[N:10]=[C:9]1[S:17]([N:20]1[CH2:25][CH2:24][NH:23][CH2:22][C:21]1=[O:26])(=[O:19])=[O:18].[CH3:27][O:28][C:29]1[CH:53]=[CH:52][C:32]([CH2:33][O:34][C:35]([NH:37][C:38]2[NH:39][C:40](=[O:51])[C:41]3[N:42]=[CH:43][N:44]([CH2:47][C:48](O)=[O:49])[C:45]=3[N:46]=2)=[O:36])=[CH:31][CH:30]=1, predict the reaction product. (8) Given the reactants [CH3:1][C:2]1([CH3:15])[C@@H:4]2[CH2:5][C:6]3[C:10]([C@H:3]12)=[C:9]([CH3:11])[S:8][C:7]=3[C:12]([OH:14])=O.CN(C(ON1N=NC2C=CC=CC1=2)=[N+](C)C)C.[B-](F)(F)(F)F.C(N(C(C)C)C(C)C)C.[NH2:47][CH2:48][C:49]1[CH:59]=[CH:58][C:52]([O:53][CH2:54][CH:55]([OH:57])[CH3:56])=[CH:51][C:50]=1[O:60][CH3:61], predict the reaction product. The product is: [OH:57][CH:55]([CH3:56])[CH2:54][O:53][C:52]1[CH:58]=[CH:59][C:49]([CH2:48][NH:47][C:12]([C:7]2[S:8][C:9]([CH3:11])=[C:10]3[C:6]=2[CH2:5][C@H:4]2[C:2]([CH3:1])([CH3:15])[C@H:3]23)=[O:14])=[C:50]([O:60][CH3:61])[CH:51]=1.